From a dataset of Forward reaction prediction with 1.9M reactions from USPTO patents (1976-2016). Predict the product of the given reaction. (1) Given the reactants [F-].C([N+](CCCC)(CCCC)CCCC)CCC.[Si]([O:26][CH2:27][C:28]1[CH:29]=[CH:30][C:31]([C:34](=[O:39])[CH2:35][CH:36]([CH3:38])[CH3:37])=[N:32][CH:33]=1)(C(C)(C)C)(C)C, predict the reaction product. The product is: [OH:26][CH2:27][C:28]1[CH:29]=[CH:30][C:31]([C:34](=[O:39])[CH2:35][CH:36]([CH3:37])[CH3:38])=[N:32][CH:33]=1. (2) The product is: [N:34]([C@H:23]([CH3:24])[CH2:22][CH2:21][CH2:20][CH2:19][N:16]1[C:17](=[O:18])[C:12]2[C:11](=[O:32])[CH:10]=[C:9]([CH3:33])[N:8]([CH2:1][C:2]3[CH:3]=[CH:4][CH:5]=[CH:6][CH:7]=3)[C:13]=2[N:14]([CH3:31])[C:15]1=[O:30])=[N+:35]=[N-:36]. Given the reactants [CH2:1]([N:8]1[C:13]2[N:14]([CH3:31])[C:15](=[O:30])[N:16]([CH2:19][CH2:20][CH2:21][CH2:22][C@@H:23](OS(C)(=O)=O)[CH3:24])[C:17](=[O:18])[C:12]=2[C:11](=[O:32])[CH:10]=[C:9]1[CH3:33])[C:2]1[CH:7]=[CH:6][CH:5]=[CH:4][CH:3]=1.[N-:34]=[N+:35]=[N-:36].[Na+], predict the reaction product. (3) Given the reactants [Cl:1][C:2]1[CH:3]=[C:4]([C:8]2[N:13]=[C:12]3[CH2:14][CH2:15][CH2:16][C:11]3=[C:10]([NH:17][C:18]3[CH:23]=[CH:22][C:21]([CH2:24][C:25]([CH3:28])([OH:27])[CH3:26])=[CH:20][CH:19]=3)[CH:9]=2)[CH:5]=[CH:6][CH:7]=1, predict the reaction product. The product is: [ClH:1].[Cl:1][C:2]1[CH:3]=[C:4]([C:8]2[N:13]=[C:12]3[CH2:14][CH2:15][CH2:16][C:11]3=[C:10]([NH:17][C:18]3[CH:19]=[CH:20][C:21]([CH2:24][C:25]([CH3:28])([OH:27])[CH3:26])=[CH:22][CH:23]=3)[CH:9]=2)[CH:5]=[CH:6][CH:7]=1.